From a dataset of Catalyst prediction with 721,799 reactions and 888 catalyst types from USPTO. Predict which catalyst facilitates the given reaction. (1) Reactant: CC1C=CC(S(O[CH2:12][C@@H:13]2[O:26][C:17]3[C:18]4[NH:22][C:21](=[O:23])[NH:20][C:19]=4[CH:24]=[CH:25][C:16]=3[O:15][CH2:14]2)(=O)=O)=CC=1.[F:27][C:28]1[CH:41]=[CH:40][C:31]([C:32]([CH:34]2[CH2:39][CH2:38][NH:37][CH2:36][CH2:35]2)=[O:33])=[CH:30][CH:29]=1. Product: [F:27][C:28]1[CH:29]=[CH:30][C:31]([C:32]([CH:34]2[CH2:39][CH2:38][N:37]([CH2:12][CH:13]3[O:26][C:17]4[C:16](=[CH:25][CH:24]=[C:19]5[NH:20][C:21](=[O:23])[NH:22][C:18]5=4)[O:15][CH2:14]3)[CH2:36][CH2:35]2)=[O:33])=[CH:40][CH:41]=1. The catalyst class is: 148. (2) Reactant: C(OC([NH:11][CH2:12][CH2:13][C:14]1[CH:19]=[CH:18][CH:17]=[CH:16][C:15]=1[C:20]1[CH:25]=[CH:24][C:23]([C@H:26]2[C@H:31]([C:32]3[CH:37]=[CH:36][N:35]([CH3:38])[C:34](=[O:39])[CH:33]=3)[CH2:30][CH2:29][N:28]([C:40]([O:42][C:43]([CH3:46])([CH3:45])[CH3:44])=[O:41])[CH2:27]2)=[C:22]([Cl:47])[CH:21]=1)=O)C1C=CC=CC=1. Product: [NH2:11][CH2:12][CH2:13][C:14]1[CH:19]=[CH:18][CH:17]=[CH:16][C:15]=1[C:20]1[CH:25]=[CH:24][C:23]([C@H:26]2[C@H:31]([C:32]3[CH:37]=[CH:36][N:35]([CH3:38])[C:34](=[O:39])[CH:33]=3)[CH2:30][CH2:29][N:28]([C:40]([O:42][C:43]([CH3:45])([CH3:44])[CH3:46])=[O:41])[CH2:27]2)=[C:22]([Cl:47])[CH:21]=1. The catalyst class is: 43. (3) Reactant: [CH3:1][O:2][C:3]1[C:4]([CH2:16][O:17][C:18]2[CH:23]=[CH:22][C:21]([N:24]3[C:28]([CH3:29])=[C:27](Br)[C:26]([CH3:31])=[N:25]3)=[CH:20][C:19]=2[CH3:32])=[C:5]([N:9]2[C:13](=[O:14])[N:12]([CH3:15])[N:11]=[N:10]2)[CH:6]=[CH:7][CH:8]=1.[CH:33]1(B(O)O)[CH2:35][CH2:34]1.P([O-])([O-])([O-])=O.[K+].[K+].[K+].O1CCOCC1. Product: [CH3:1][O:2][C:3]1[C:4]([CH2:16][O:17][C:18]2[CH:23]=[CH:22][C:21]([N:24]3[C:28]([CH3:29])=[C:27]([CH:33]4[CH2:35][CH2:34]4)[C:26]([CH3:31])=[N:25]3)=[CH:20][C:19]=2[CH3:32])=[C:5]([N:9]2[C:13](=[O:14])[N:12]([CH3:15])[N:11]=[N:10]2)[CH:6]=[CH:7][CH:8]=1. The catalyst class is: 6. (4) Reactant: [Li+].[OH-].[C:3]([O:7][C:8]([NH:10][C@H:11]1[C:19]2[C:14](=[CH:15][CH:16]=[C:17]([C:20]([O:22]C)=[O:21])[CH:18]=2)[CH2:13][CH2:12]1)=[O:9])([CH3:6])([CH3:5])[CH3:4]. The catalyst class is: 799. Product: [C:3]([O:7][C:8]([NH:10][C@H:11]1[C:19]2[C:14](=[CH:15][CH:16]=[C:17]([C:20]([OH:22])=[O:21])[CH:18]=2)[CH2:13][CH2:12]1)=[O:9])([CH3:6])([CH3:4])[CH3:5]. (5) Reactant: [NH2:1][C:2]1[N:7]=[CH:6][N:5]=[C:4]2[N:8]([C:32]3[CH:37]=[CH:36][N+:35]([O-])=[CH:34][CH:33]=3)[N:9]=[C:10]([C:11]3[CH:16]=[CH:15][C:14]([NH:17][C:18]([C:20]4[N:21]([CH3:29])[C:22]5[C:27]([CH:28]=4)=[CH:26][CH:25]=[CH:24][CH:23]=5)=[O:19])=[C:13]([O:30][CH3:31])[CH:12]=3)[C:3]=12.O.[PH2]([O-])=O.[Na+].[PH2]([O-])=O.[Na+]. Product: [NH2:1][C:2]1[N:7]=[CH:6][N:5]=[C:4]2[N:8]([C:32]3[CH:33]=[CH:34][N:35]=[CH:36][CH:37]=3)[N:9]=[C:10]([C:11]3[CH:16]=[CH:15][C:14]([NH:17][C:18]([C:20]4[N:21]([CH3:29])[C:22]5[C:27]([CH:28]=4)=[CH:26][CH:25]=[CH:24][CH:23]=5)=[O:19])=[C:13]([O:30][CH3:31])[CH:12]=3)[C:3]=12. The catalyst class is: 331. (6) Reactant: C(N(CC)CC)C.[CH3:8][C:9]1[CH:31]=[CH:30][CH:29]=[C:28]([CH3:32])[C:10]=1[CH2:11][O:12][C:13]1[CH:14]=[C:15]([CH:19](Br)[CH2:20][CH2:21][C:22]([O:24][CH2:25][CH3:26])=[O:23])[CH:16]=[CH:17][CH:18]=1. Product: [CH3:32][C:28]1[CH:29]=[CH:30][CH:31]=[C:9]([CH3:8])[C:10]=1[CH2:11][O:12][C:13]1[CH:14]=[C:15]([CH:19]=[CH:20][CH2:21][C:22]([O:24][CH2:25][CH3:26])=[O:23])[CH:16]=[CH:17][CH:18]=1. The catalyst class is: 53.